From a dataset of Full USPTO retrosynthesis dataset with 1.9M reactions from patents (1976-2016). Predict the reactants needed to synthesize the given product. (1) Given the product [C:1]([C:4]1([CH3:26])[C:9]([NH:10][C:32]([C:28]2[O:27][CH:31]=[CH:30][CH:29]=2)=[O:33])=[CH:8][CH:7]([C:11]([C:5]2[C:35]([CH3:36])([CH3:37])[NH:38][C:39]3[C:40]([C:6]=2[CH3:7])=[CH:4][CH:1]=[CH:2][CH:41]=3)=[O:12])[CH2:6][CH2:5]1)(=[O:3])[CH3:2], predict the reactants needed to synthesize it. The reactants are: [C:1]([C:4]1([CH3:26])[C:9]([NH2:10])=[CH:8][C:7]([C:11](N2C3C(=CC=CC=3)C(C)CC2(C)C)=[O:12])=[CH:6][CH2:5]1)(=[O:3])[CH3:2].[O:27]1[CH:31]=[CH:30][CH:29]=[C:28]1[C:32](Cl)=[O:33].[CH:35]([N:38](CC)[CH:39]([CH3:41])[CH3:40])([CH3:37])[CH3:36]. (2) Given the product [CH:25]1([CH:24]=[C:23]([C:11]2[NH:10][C:14]3=[N:15][CH:16]=[C:17]([C:19]([F:21])([F:22])[F:20])[CH:18]=[C:13]3[CH:12]=2)[C:30]2[CH:35]=[CH:34][C:33]([S:36]([CH3:39])(=[O:37])=[O:38])=[CH:32][CH:31]=2)[CH2:29][CH2:28][CH2:27][CH2:26]1, predict the reactants needed to synthesize it. The reactants are: C1(S([N:10]2[C:14]3=[N:15][CH:16]=[C:17]([C:19]([F:22])([F:21])[F:20])[CH:18]=[C:13]3[CH:12]=[C:11]2[C:23]([C:30]2[CH:35]=[CH:34][C:33]([S:36]([CH3:39])(=[O:38])=[O:37])=[CH:32][CH:31]=2)=[CH:24][CH:25]2[CH2:29][CH2:28][CH2:27][CH2:26]2)(=O)=O)C=CC=CC=1.[F-].C([N+](CCCC)(CCCC)CCCC)CCC.O1CCCC1. (3) Given the product [OH:24][CH2:23][C:9]1[C:10]2[CH2:11][N:12]([C:16]([O:18][C:19]([CH3:22])([CH3:21])[CH3:20])=[O:17])[CH2:13][CH2:14][C:15]=2[NH:7][N:8]=1, predict the reactants needed to synthesize it. The reactants are: [H-].[H-].[H-].[H-].[Li+].[Al+3].[NH:7]1[C:15]2[CH2:14][CH2:13][N:12]([C:16]([O:18][C:19]([CH3:22])([CH3:21])[CH3:20])=[O:17])[CH2:11][C:10]=2[C:9]([C:23](OCC)=[O:24])=[N:8]1. (4) Given the product [CH3:40][C:11]1[N:10]=[CH:9][C:8]([C:6]2[CH:5]=[CH:4][C:3]([CH2:14][N:15]3[C:20]4[N:21]=[CH:22][CH:23]=[CH:24][C:19]=4[C:18]4=[N:39][N:38]([CH:34]5[CH2:35][CH2:36][CH2:37][O:32][CH2:33]5)[C:26](=[O:27])[C:17]4=[N:16]3)=[CH:2][N:7]=2)=[CH:13][CH:12]=1, predict the reactants needed to synthesize it. The reactants are: C[C:2]1[N:7]=[C:6]([C:8]2[CH:9]=[N:10][CH:11]=[CH:12][CH:13]=2)[CH:5]=[CH:4][C:3]=1[CH2:14][N:15]1[C:20]2[N:21]=[CH:22][CH:23]=[CH:24][C:19]=2[C:18](=S)[C:17]([C:26](OCC)=[O:27])=[N:16]1.Cl.[O:32]1[CH2:37][CH2:36][CH2:35][CH:34]([NH:38][NH2:39])[CH2:33]1.[C:40](=O)([O-])[O-].[K+].[K+].C(=O)(O)[O-].[Na+]. (5) Given the product [Cl:20][C:15]1[CH:14]=[C:13]([CH:3]([CH2:1][NH2:2])[CH2:4][CH2:5][O:6][CH:7]2[CH2:12][CH2:11][CH2:10][CH2:9][O:8]2)[CH:18]=[CH:17][C:16]=1[Cl:19], predict the reactants needed to synthesize it. The reactants are: [C:1]([CH:3]([C:13]1[CH:18]=[CH:17][C:16]([Cl:19])=[C:15]([Cl:20])[CH:14]=1)[CH2:4][CH2:5][O:6][CH:7]1[CH2:12][CH2:11][CH2:10][CH2:9][O:8]1)#[N:2]. (6) Given the product [Br:1][C:2]1[CH:7]=[CH:6][C:5]([C:8]2([OH:14])[CH2:9][CH2:10][N:11]([CH3:17])[CH2:12][CH2:13]2)=[CH:4][CH:3]=1, predict the reactants needed to synthesize it. The reactants are: [Br:1][C:2]1[CH:7]=[CH:6][C:5]([C:8]2([OH:14])[CH2:13][CH2:12][NH:11][CH2:10][CH2:9]2)=[CH:4][CH:3]=1.CI.[C:17]([O-])([O-])=O.[K+].[K+].